Dataset: Forward reaction prediction with 1.9M reactions from USPTO patents (1976-2016). Task: Predict the product of the given reaction. (1) The product is: [CH2:9]([N:33]1[C:32](=[O:35])[C:31]([C:36]([O:38][CH3:39])=[O:37])=[CH:30][C:29]([C:26]2[CH:27]=[CH:28][C:23]([F:22])=[C:24]([CH3:40])[CH:25]=2)=[N:34]1)[C:3]1[CH:4]=[CH:5][CH:6]=[CH:7][CH:2]=1. Given the reactants F[C:2]1[CH:7]=[C:6](F)[CH:5]=[CH:4][C:3]=1[C:9]1C=C(CO)C(=O)N(CC(C)C)N=1.[F:22][C:23]1[CH:28]=[CH:27][C:26]([C:29]2[CH:30]=[C:31]([C:36]([O:38][CH3:39])=[O:37])[C:32](=[O:35])[NH:33][N:34]=2)=[CH:25][C:24]=1[CH3:40].C(Cl)C1C=CC=CC=1, predict the reaction product. (2) Given the reactants [Cl:1][C:2]1[CH:7]=[C:6]([CH3:8])[N:5]=[C:4]([O:9][C:10]2[C:15]([CH3:16])=[CH:14][C:13]([CH3:17])=[CH:12][C:11]=2[CH3:18])[C:3]=1[CH2:19]Cl.[C:21]([O:28][CH3:29])(=[O:27])[CH2:22][C:23]([O:25][CH3:26])=[O:24].[H-].[Na+], predict the reaction product. The product is: [CH3:26][O:25][C:23](=[O:24])[CH:22]([CH2:19][C:3]1[C:4]([O:9][C:10]2[C:15]([CH3:16])=[CH:14][C:13]([CH3:17])=[CH:12][C:11]=2[CH3:18])=[N:5][C:6]([CH3:8])=[CH:7][C:2]=1[Cl:1])[C:21]([O:28][CH3:29])=[O:27].